This data is from Experimentally validated miRNA-target interactions with 360,000+ pairs, plus equal number of negative samples. The task is: Binary Classification. Given a miRNA mature sequence and a target amino acid sequence, predict their likelihood of interaction. (1) The miRNA is hsa-miR-3163 with sequence UAUAAAAUGAGGGCAGUAAGAC. The protein sequence of the target gene is MPKRKAKGDAKGDKAKVKDEPQRRSARLSAKPAPPKPEPRPKKASAKKGEKLPKGRKGKADAGKDGNNPAKNRDASTLQSQKAEGTGDAK. Result: 1 (interaction). (2) The miRNA is hsa-miR-516b-5p with sequence AUCUGGAGGUAAGAAGCACUUU. The protein sequence of the target gene is METWSVEQVCSWLVEKNLGELVHRFQEEEVSGAALLALNDRMVQQLVKKIGHQAVLMDLIKKYKQNTQGLKSPENPKKAALVMQTEAARDYRDEESSSPARHGEQMPSFYPAENLDNGLIDQRVLKQRRNVKQILARSKALQWTKSYVLPEFPYDVKCMLAEQKCPDHSMRIRIIEFLQADMTKYLEGSLYPSTQQYNDVVNALLQAHPFLDEDGCGFFLWKRALKDRFKYVRRPIEDDEQVIRNKCKFGHRRGQTRKSLADIRFDEIKLVQIKEEAVCFDSELDEHIKWFQQEYVKTEK.... Result: 0 (no interaction). (3) The miRNA is hsa-miR-190a-3p with sequence CUAUAUAUCAAACAUAUUCCU. The protein sequence of the target gene is MSSSITMSEPRLNWDVTPKNGLKAFFSPENYKDHSMAPSLKELYILSNRRIGENLSVSASSVENEPAVSSATQAKEKVGMILLPKPRVPYPRFSRFSQREQRTYVDLLAKYAKLPSSSKTVGTNTNEYLQYLDMKKHVNEEVNEFLKFLQNSAKKCAQDYNMLSDEARLFTEQLLRACIEQVKKYPEFYTLHEVTSLMGFFPFKTEMGLKLEKTLLVLGSAKFVKTAFPSMPVKLQLSKEDMSSIETPQQKAEVMHCDISKDPNAEKLVSRYHPQIALTSQALFTLLNNHGPSYKEQWEI.... Result: 0 (no interaction). (4) The miRNA is hsa-miR-4721 with sequence UGAGGGCUCCAGGUGACGGUGG. The protein sequence of the target gene is MECCRRATPGTLLLFLAFLLLSSRTARSEEDRDGLWDAWGPWSECSRTCGGGASYSLRRCLSSKSCEGRNIRYRTCSNVDCPPEAGDFRAQQCSAHNDVKHHGQFYEWLPVSNDPDNPCSLKCQAKGTTLVVELAPKVLDGTRCYTESLDMCISGLCQIVGCDHQLGSTVKEDNCGVCNGDGSTCRLVRGQYKSQLSATKSDDTVVAIPYGSRHIRLVLKGPDHLYLETKTLQGTKGENSLSSTGTFLVDNSSVDFQKFPDKEILRMAGPLTADFIVKIRNSGSADSTVQFIFYQPIIHR.... Result: 0 (no interaction). (5) The miRNA is hsa-miR-4753-3p with sequence UUCUCUUUCUUUAGCCUUGUGU. The protein sequence of the target gene is MATTAELFEEPFVADEYIERLVWRTPGGGSRGGPEAFDPKRLLEEFVNHIQELQIMDERIQRKVEKLEQQCQKEAKEFAKKVQELQKSNQVAFQHFQELDEHISYVATKVCHLGDQLEGVNTPRQRAVEAQKLMKYFNEFLDGELKSDVFTNSEKIKEAADIIQKLHLIAQELPFDRFSEVKSKIASKYHDLECQLIQEFTSAQRRGEISRMREVAAVLLHFKGYSHCVDVYIKQCQEGAYLRNDIFEDAGILCQRVNKQVGDIFSNPETVLAKLIQNVFEIKLQSFVKEQLEECRKSDA.... Result: 1 (interaction). (6) The miRNA is mmu-miR-882 with sequence AGGAGAGAGUUAGCGCAUUAGU. The protein sequence of the target gene is MEKYHVLEMIGEGSFGRVYKGRRKYSAQVVALKFIPKLGRSEKELRNLQREIEIMRGLRHPNIVHMLDSFETDKEVVVVTDYAEGELFQILEDDGKLPEDQVQAIAAQLVSALYYLHSHRILHRDMKPQNILLAKGGGIKLCDFGFARAMSTNTMVLTSIKGTPLYMSPELVEERPYDHTADLWSVGCILYELAVGTPPFYATSIFQLVSLILKDPVRWPSTISPCFKNFLQGLLTKDPRQRLSWPDLLYHPFIAGHVTIITEPAGPDLGTPFTSRLPPELQVLKDEQAHRLAPKGNQSR.... Result: 0 (no interaction). (7) The miRNA is mmu-miR-344f-5p with sequence AGUCAGUCUCCUGGCUGGAGUC. The protein sequence of the target gene is MHLVAGDSPGSGPHLPATAFIIPASSATLGLPSSALDVSCFPREPIHVGAPEQVAGCEPVSATVLPQLSAGPASSSTSTVRLLEWTEAAAPPPGGGLRFRISEYKPLNMAGVEQPPSPELRQEGVTEYEDGGAPAGDGEAGPQQAEDHPQNPPEDPNQDPPEDDSTCQCQACGPHQAAGPDLGSSNDGCPQLFQERSVIVENSSGSTSASELLKPMKKRKRREYQSPSEEESEPEAMEKQEEGKDPEGQPTASTPESEEWSSSQPATGEKKECWSWESYLEEQKAITAPVSLFQDSQAVT.... Result: 0 (no interaction).